Dataset: CYP2C19 inhibition data for predicting drug metabolism from PubChem BioAssay. Task: Regression/Classification. Given a drug SMILES string, predict its absorption, distribution, metabolism, or excretion properties. Task type varies by dataset: regression for continuous measurements (e.g., permeability, clearance, half-life) or binary classification for categorical outcomes (e.g., BBB penetration, CYP inhibition). Dataset: cyp2c19_veith. (1) The compound is Cl/C(=C\n1cncn1)c1ccc(Cl)cc1Cl. The result is 0 (non-inhibitor). (2) The compound is CCn1c(O)c(/C=C2\C=Nc3ccccc32)sc1=Nc1ccc(C)cc1. The result is 1 (inhibitor). (3) The drug is COC(=O)[C@@]1(Cc2ccccc2)[C@H]2c3cc(C(=O)N4CCCC4)n(Cc4cc(F)cc5c4OCOC5)c3C[C@H]2CN1C(=O)c1ccccc1. The result is 1 (inhibitor).